This data is from Peptide-MHC class II binding affinity with 134,281 pairs from IEDB. The task is: Regression. Given a peptide amino acid sequence and an MHC pseudo amino acid sequence, predict their binding affinity value. This is MHC class II binding data. (1) The peptide sequence is YDKELANVSTVLTGK. The MHC is DRB1_0404 with pseudo-sequence DRB1_0404. The binding affinity (normalized) is 0.521. (2) The peptide sequence is LLFRRLTSREVLLLT. The MHC is DRB1_0101 with pseudo-sequence DRB1_0101. The binding affinity (normalized) is 0.709. (3) The peptide sequence is GIIQPEQPAQL. The MHC is DRB5_0101 with pseudo-sequence DRB5_0101. The binding affinity (normalized) is 0. (4) The peptide sequence is ITDAVGNDMPGGYCL. The MHC is DRB1_0802 with pseudo-sequence DRB1_0802. The binding affinity (normalized) is 0.0639. (5) The peptide sequence is YNYMEPYVSKNPRQA. The MHC is DRB1_0802 with pseudo-sequence DRB1_0802. The binding affinity (normalized) is 0.131. (6) The peptide sequence is VIIMDEAHFLDPASI. The MHC is DRB1_0801 with pseudo-sequence DRB1_0801. The binding affinity (normalized) is 0.266. (7) The peptide sequence is IKSDKPLKGPFNFRF. The MHC is HLA-DQA10301-DQB10302 with pseudo-sequence HLA-DQA10301-DQB10302. The binding affinity (normalized) is 0.